This data is from Reaction yield outcomes from USPTO patents with 853,638 reactions. The task is: Predict the reaction yield, written as a fraction of the theoretical maximum amount of product (1.0 means a 100% yield; for example, 0.34 means a 34% yield). (1) The reactants are [OH:1][NH:2][C:3]([C:5]1[C:10]([C:11]2[CH:16]=[CH:15][CH:14]=[CH:13][CH:12]=2)=[CH:9][CH:8]=[CH:7][N:6]=1)=[NH:4].[CH3:17][C:18]1[CH:26]=[C:22]([C:23](O)=O)[C:21]([OH:27])=[CH:20][CH:19]=1. No catalyst specified. The product is [CH3:17][C:18]1[CH:19]=[CH:20][C:21]([OH:27])=[C:22]([C:23]2[O:1][N:2]=[C:3]([C:5]3[C:10]([C:11]4[CH:16]=[CH:15][CH:14]=[CH:13][CH:12]=4)=[CH:9][CH:8]=[CH:7][N:6]=3)[N:4]=2)[CH:26]=1. The yield is 0.480. (2) The yield is 0.760. The catalyst is ClCCl.C(OCC)(=O)C. The product is [CH2:1]([C:3]1[N:8]([C:9]2[CH:10]=[CH:11][C:12]([O:15][CH:16]3[CH2:21][CH2:20][CH2:19][C:18](=[O:22])[CH2:17]3)=[CH:13][CH:14]=2)[C:7](=[O:23])[C:6]([CH2:24][C:25]2[CH:30]=[CH:29][C:28]([C:31]3[CH:36]=[CH:35][CH:34]=[CH:33][C:32]=3[C:37]3[NH:41][C:40](=[O:42])[O:39][N:38]=3)=[CH:27][CH:26]=2)=[C:5]([CH2:43][CH2:44][CH3:45])[N:4]=1)[CH3:2]. The reactants are [CH2:1]([C:3]1[N:8]([C:9]2[CH:14]=[CH:13][C:12]([O:15][CH:16]3[CH2:21][CH2:20][CH2:19][CH:18]([OH:22])[CH2:17]3)=[CH:11][CH:10]=2)[C:7](=[O:23])[C:6]([CH2:24][C:25]2[CH:30]=[CH:29][C:28]([C:31]3[CH:36]=[CH:35][CH:34]=[CH:33][C:32]=3[C:37]3[NH:41][C:40](=[O:42])[O:39][N:38]=3)=[CH:27][CH:26]=2)=[C:5]([CH2:43][CH2:44][CH3:45])[N:4]=1)[CH3:2].CC(OI1(OC(C)=O)(OC(C)=O)OC(=O)C2C1=CC=CC=2)=O.